Dataset: Reaction yield outcomes from USPTO patents with 853,638 reactions. Task: Predict the reaction yield, written as a fraction of the theoretical maximum amount of product (1.0 means a 100% yield; for example, 0.34 means a 34% yield). (1) The reactants are [CH3:1][NH2:2].[C:3]([C:5]1[CH:10]=[CH:9][C:8]([N:11]2[C:18](=[O:19])[C:14]3([CH2:17][CH2:16][CH2:15]3)[N:13]([C:20]3[CH:25]=[CH:24][C:23]([CH2:26]OS(C)(=O)=O)=[CH:22][CH:21]=3)[C:12]2=[S:32])=[CH:7][C:6]=1[C:33]([F:36])([F:35])[F:34])#[N:4]. The catalyst is C1COCC1. The product is [CH3:1][NH:2][CH2:26][C:23]1[CH:22]=[CH:21][C:20]([N:13]2[C:12](=[S:32])[N:11]([C:8]3[CH:9]=[CH:10][C:5]([C:3]#[N:4])=[C:6]([C:33]([F:36])([F:34])[F:35])[CH:7]=3)[C:18](=[O:19])[C:14]32[CH2:17][CH2:16][CH2:15]3)=[CH:25][CH:24]=1. The yield is 0.820. (2) The reactants are [CH:1]([C:3]1[CH:8]=[CH:7][C:6]([NH:9][N:10]2[C:18](=[O:19])[C:17]3[C:12](=[CH:13][CH:14]=[CH:15][CH:16]=3)[C:11]2=[O:20])=[CH:5][CH:4]=1)=[CH2:2].N1C=CC=CC=1C1C=CC=CN=1.Br[CH:34]([C:39]1[CH:40]=[C:41]([Cl:47])[C:42]([Cl:46])=[C:43]([Cl:45])[CH:44]=1)[C:35]([F:38])([F:37])[F:36]. The catalyst is ClC1C=CC=CC=1Cl.Cl[Cu]. The product is [F:38][C:35]([F:36])([F:37])[CH:34]([C:39]1[CH:40]=[C:41]([Cl:47])[C:42]([Cl:46])=[C:43]([Cl:45])[CH:44]=1)/[CH:2]=[CH:1]/[C:3]1[CH:4]=[CH:5][C:6]([NH:9][N:10]2[C:18](=[O:19])[C:17]3[C:12](=[CH:13][CH:14]=[CH:15][CH:16]=3)[C:11]2=[O:20])=[CH:7][CH:8]=1. The yield is 0.750. (3) The reactants are [CH2:1]([NH2:8])[CH2:2][CH2:3][CH2:4][CH2:5][CH:6]=[CH2:7].[CH3:9][O:10][C:11]1[CH:12]=[CH:13][C:14]([CH:17]=O)=[CH:15][CH:16]=1.[BH4-].[Na+]. The catalyst is CCO. The product is [CH2:1]([NH:8][CH2:17][C:14]1[CH:13]=[CH:12][C:11]([O:10][CH3:9])=[CH:16][CH:15]=1)[CH2:2][CH2:3][CH2:4][CH2:5][CH:6]=[CH2:7]. The yield is 0.340. (4) The reactants are [CH:1]([C:3]1[C:12]2[C:7](=[CH:8][CH:9]=[CH:10][CH:11]=2)[CH:6]=[C:5]([C:13]([N:15]([O:17][CH3:18])[CH3:16])=[O:14])[CH:4]=1)=[O:2].[CH2:19](O)[CH2:20][CH2:21][OH:22].O.C1(C)C=CC(S(O)(=O)=O)=CC=1. The catalyst is C1(C)C=CC=CC=1. The product is [O:2]1[CH2:19][CH2:20][CH2:21][O:22][CH:1]1[C:3]1[C:12]2[C:7](=[CH:8][CH:9]=[CH:10][CH:11]=2)[CH:6]=[C:5]([C:13]([N:15]([O:17][CH3:18])[CH3:16])=[O:14])[CH:4]=1. The yield is 0.920.